From a dataset of Reaction yield outcomes from USPTO patents with 853,638 reactions. Predict the reaction yield, written as a fraction of the theoretical maximum amount of product (1.0 means a 100% yield; for example, 0.34 means a 34% yield). (1) The reactants are C1(P(C2C=CC=CC=2)C2C=CC=CC=2)C=CC=CC=1.Br[C:21]1[N:29]2[C:24]([CH:25]=[N:26][C:27]([S:30][CH3:31])=[N:28]2)=[CH:23][CH:22]=1.CC1(C)C(C)(C)OB([C:40]2[CH:41]=[C:42]([CH2:46][CH2:47][C:48]#[N:49])[CH:43]=[CH:44][CH:45]=2)O1.C(=O)([O-])[O-].[Na+].[Na+].O. The catalyst is C([O-])(=O)C.[Pd+2].C([O-])(=O)C.CN(C)C=O. The product is [CH3:31][S:30][C:27]1[N:26]=[CH:25][C:24]2=[CH:23][CH:22]=[C:21]([C:40]3[CH:41]=[C:42]([CH2:46][CH2:47][C:48]#[N:49])[CH:43]=[CH:44][CH:45]=3)[N:29]2[N:28]=1. The yield is 0.640. (2) The reactants are [NH2:1][C:2]1[C:11]2[C:6](=[C:7](Br)[CH:8]=[CH:9][CH:10]=2)[N:5]=[N:4][C:3]=1[C:13]([NH:15][CH2:16][CH2:17][CH3:18])=[O:14].[CH3:19][O:20][C:21]1[CH:26]=[CH:25][C:24]([O:27][CH3:28])=[CH:23][C:22]=1B(O)O. The catalyst is [Pd](Cl)Cl.C1(P(C2C=CC=CC=2)C2C=CC=CC=2)C=CC=CC=1.C1(P(C2C=CC=CC=2)C2C=CC=CC=2)C=CC=CC=1. The product is [NH2:1][C:2]1[C:11]2[C:6](=[C:7]([C:25]3[CH:26]=[C:21]([O:20][CH3:19])[CH:22]=[CH:23][C:24]=3[O:27][CH3:28])[CH:8]=[CH:9][CH:10]=2)[N:5]=[N:4][C:3]=1[C:13]([NH:15][CH2:16][CH2:17][CH3:18])=[O:14]. The yield is 0.877. (3) The reactants are [CH3:1][NH:2][CH3:3].CO.Cl[CH2:7][C:8]([NH:10][CH2:11][C:12]1[CH:20]=[CH:19][CH:18]=[C:17]2[C:13]=1[C:14](=[O:39])[N:15]([CH:22]([C:28]1[CH:33]=[CH:32][C:31]([O:34][CH3:35])=[C:30]([O:36][CH2:37][CH3:38])[CH:29]=1)[CH2:23][S:24]([CH3:27])(=[O:26])=[O:25])[C:16]2=[O:21])=[O:9]. The catalyst is O1CCCC1. The product is [CH3:1][N:2]([CH3:3])[CH2:7][C:8]([NH:10][CH2:11][C:12]1[CH:20]=[CH:19][CH:18]=[C:17]2[C:13]=1[C:14](=[O:39])[N:15]([CH:22]([C:28]1[CH:33]=[CH:32][C:31]([O:34][CH3:35])=[C:30]([O:36][CH2:37][CH3:38])[CH:29]=1)[CH2:23][S:24]([CH3:27])(=[O:26])=[O:25])[C:16]2=[O:21])=[O:9]. The yield is 0.590. (4) The reactants are [CH3:1][O:2][C:3]1[CH:4]=[C:5]([CH2:9][C:10]([NH:12][C:13]2[CH:18]=[CH:17][CH:16]=[CH:15][CH:14]=2)=O)[CH:6]=[CH:7][CH:8]=1.[H-].[Al+3].[Li+].[H-].[H-].[H-]. The catalyst is O1CCCC1. The product is [CH3:1][O:2][C:3]1[CH:4]=[C:5]([CH2:9][CH2:10][NH:12][C:13]2[CH:18]=[CH:17][CH:16]=[CH:15][CH:14]=2)[CH:6]=[CH:7][CH:8]=1. The yield is 0.690.